From a dataset of NCI-60 drug combinations with 297,098 pairs across 59 cell lines. Regression. Given two drug SMILES strings and cell line genomic features, predict the synergy score measuring deviation from expected non-interaction effect. (1) Drug 1: COC1=CC(=CC(=C1O)OC)C2C3C(COC3=O)C(C4=CC5=C(C=C24)OCO5)OC6C(C(C7C(O6)COC(O7)C8=CC=CS8)O)O. Drug 2: CC1=CC=C(C=C1)C2=CC(=NN2C3=CC=C(C=C3)S(=O)(=O)N)C(F)(F)F. Cell line: HT29. Synergy scores: CSS=47.4, Synergy_ZIP=5.03, Synergy_Bliss=8.87, Synergy_Loewe=-2.76, Synergy_HSA=8.66. (2) Drug 1: C1=CC(=CC=C1CC(C(=O)O)N)N(CCCl)CCCl.Cl. Drug 2: C1=NC2=C(N=C(N=C2N1C3C(C(C(O3)CO)O)O)F)N. Cell line: ACHN. Synergy scores: CSS=23.3, Synergy_ZIP=-1.98, Synergy_Bliss=3.78, Synergy_Loewe=-2.02, Synergy_HSA=3.63. (3) Drug 1: C1=CC(=C2C(=C1NCCNCCO)C(=O)C3=C(C=CC(=C3C2=O)O)O)NCCNCCO. Drug 2: CC1=C(C=C(C=C1)C(=O)NC2=CC(=CC(=C2)C(F)(F)F)N3C=C(N=C3)C)NC4=NC=CC(=N4)C5=CN=CC=C5. Cell line: COLO 205. Synergy scores: CSS=54.2, Synergy_ZIP=6.26, Synergy_Bliss=3.52, Synergy_Loewe=-18.4, Synergy_HSA=0.961. (4) Cell line: K-562. Drug 2: C1=CN(C=N1)CC(O)(P(=O)(O)O)P(=O)(O)O. Synergy scores: CSS=7.27, Synergy_ZIP=-3.69, Synergy_Bliss=-4.27, Synergy_Loewe=-3.75, Synergy_HSA=-2.81. Drug 1: CC1=C(C(CCC1)(C)C)C=CC(=CC=CC(=CC(=O)O)C)C.